This data is from Full USPTO retrosynthesis dataset with 1.9M reactions from patents (1976-2016). The task is: Predict the reactants needed to synthesize the given product. (1) Given the product [S:1]1[CH:5]=[CH:4][N:3]=[C:2]1[C:6]1[C:14]2[C:13]([C:15]3[CH:16]=[C:17]([NH:21][C:22](=[O:26])[C:23]([CH3:25])=[CH2:24])[CH:18]=[CH:19][CH:20]=3)=[N:12][CH:11]=[N:10][C:9]=2[NH:8][CH:7]=1, predict the reactants needed to synthesize it. The reactants are: [S:1]1[CH:5]=[CH:4][N:3]=[C:2]1[C:6]1[C:14]2[C:13]([C:15]3[CH:16]=[C:17]([NH:21][C:22](=[O:26])[C:23]([CH3:25])=[CH2:24])[CH:18]=[CH:19][CH:20]=3)=[N:12][CH:11]=[N:10][C:9]=2[N:8](COCC[Si](C)(C)C)[CH:7]=1.C(O)(C(F)(F)F)=O. (2) Given the product [Cl:1][C:2]1[C:3]2[CH:10]=[CH:9][N:8]([C@H:11]3[C@:15]([C:17]#[CH:18])([OH:16])[C@H:14]([OH:19])[C@@H:13]([CH2:29][OH:30])[O:12]3)[C:4]=2[N:5]=[CH:6][N:7]=1, predict the reactants needed to synthesize it. The reactants are: [Cl:1][C:2]1[C:3]2[CH:10]=[CH:9][N:8]([C@H:11]3[C@:15]([C:17]#[CH:18])([OH:16])[C@H:14]([O:19]C(=O)C4C=CC(C)=CC=4)[C@@H:13]([CH2:29][O:30]C(=O)C4C=CC(C)=CC=4)[O:12]3)[C:4]=2[N:5]=[CH:6][N:7]=1.C[O-].[Na+].Cl. (3) Given the product [F:3][C:4]1[CH:5]=[C:6]([CH:7]=[CH:8][CH:9]=1)[O:10][CH2:14][C:15]1[CH:16]=[CH:17][CH:18]=[CH:19][C:20]=1[C:11]([OH:13])=[O:12], predict the reactants needed to synthesize it. The reactants are: [H-].[Na+].[F:3][C:4]1[CH:5]=[C:6]([OH:10])[CH:7]=[CH:8][CH:9]=1.[C:11]1([C:20]2[C:15](=[CH:16][CH:17]=[CH:18][CH:19]=2)[CH2:14][O:13]1)=[O:12]. (4) Given the product [C:1]([O:5][C:6]([N:8]1[CH2:9][CH:10]([O:12][C:13]2[CH:18]=[C:17]([Cl:19])[CH:16]=[CH:15][C:14]=2[O:20][C:22]2[S:23][C:24]3[CH:30]=[CH:29][CH:28]=[CH:27][C:25]=3[N:26]=2)[CH2:11]1)=[O:7])([CH3:4])([CH3:2])[CH3:3], predict the reactants needed to synthesize it. The reactants are: [C:1]([O:5][C:6]([N:8]1[CH2:11][CH:10]([O:12][C:13]2[CH:18]=[C:17]([Cl:19])[CH:16]=[CH:15][C:14]=2[OH:20])[CH2:9]1)=[O:7])([CH3:4])([CH3:3])[CH3:2].Cl[C:22]1[S:23][C:24]2[CH:30]=[CH:29][CH:28]=[CH:27][C:25]=2[N:26]=1.C([O-])([O-])=O.[K+].[K+]. (5) Given the product [CH3:28][C:16]1([N:13]2[CH2:14][CH2:15][CH:10]([N:9]3[C:3]4[CH:4]=[CH:5][C:6]([CH3:8])=[CH:7][C:2]=4[NH:1][C:39]3=[O:41])[CH2:11][CH2:12]2)[CH2:20][CH2:19][N:18]([C:21]([O:23][C:24]([CH3:27])([CH3:26])[CH3:25])=[O:22])[CH2:17]1, predict the reactants needed to synthesize it. The reactants are: [NH2:1][C:2]1[CH:7]=[C:6]([CH3:8])[CH:5]=[CH:4][C:3]=1[NH:9][CH:10]1[CH2:15][CH2:14][N:13]([C:16]2([CH3:28])[CH2:20][CH2:19][N:18]([C:21]([O:23][C:24]([CH3:27])([CH3:26])[CH3:25])=[O:22])[CH2:17]2)[CH2:12][CH2:11]1.CCN(C(C)C)C(C)C.Cl[C:39](Cl)([O:41]C(=O)OC(Cl)(Cl)Cl)Cl.[OH-].[Na+]. (6) Given the product [CH2:1]([N:8]([CH2:9][C:10]1[CH:11]=[CH:12][CH:13]=[CH:14][CH:15]=1)[CH2:16][C@H:17]1[CH2:22][CH2:21][C@@H:20]([CH2:23][CH2:24][O:25][C:26]2[CH:31]=[CH:30][CH:29]=[CH:28][CH:27]=2)[CH2:19][CH2:18]1)[C:2]1[CH:3]=[CH:4][CH:5]=[CH:6][CH:7]=1, predict the reactants needed to synthesize it. The reactants are: [CH2:1]([N:8]([CH2:16][C@@H:17]1[CH2:22][CH2:21][C@H:20]([CH2:23][CH2:24][OH:25])[CH2:19][CH2:18]1)[CH2:9][C:10]1[CH:15]=[CH:14][CH:13]=[CH:12][CH:11]=1)[C:2]1[CH:7]=[CH:6][CH:5]=[CH:4][CH:3]=1.[C:26]1(P([C:26]2[CH:31]=[CH:30][CH:29]=[CH:28][CH:27]=2)[C:26]2[CH:31]=[CH:30][CH:29]=[CH:28][CH:27]=2)[CH:31]=[CH:30][CH:29]=[CH:28][CH:27]=1.C1(O)C=CC=CC=1.CC(OC(/N=N/C(OC(C)C)=O)=O)C.